Dataset: Full USPTO retrosynthesis dataset with 1.9M reactions from patents (1976-2016). Task: Predict the reactants needed to synthesize the given product. Given the product [C:18]([O:10][C:6]1[C:7](=[O:9])[CH:8]=[C:3]([CH2:2][OH:1])[O:4][CH:5]=1)(=[O:20])[CH3:19], predict the reactants needed to synthesize it. The reactants are: [OH:1][CH2:2][C:3]1[O:4][CH:5]=[C:6]([OH:10])[C:7](=[O:9])[CH:8]=1.C(N(CC)CC)C.[C:18](OC(=O)C)(=[O:20])[CH3:19].C(OCC)(=O)C.